The task is: Predict the reaction yield, written as a fraction of the theoretical maximum amount of product (1.0 means a 100% yield; for example, 0.34 means a 34% yield).. This data is from Reaction yield outcomes from USPTO patents with 853,638 reactions. The reactants are [CH3:1][O:2][CH2:3][C:4]1[CH:5]=[C:6](B(O)O)[CH:7]=[CH:8][CH:9]=1.Br[C:14]1[CH:19]=[CH:18][C:17]([C:20]([CH3:25])([CH3:24])[C:21]([OH:23])=[O:22])=[CH:16][CH:15]=1. No catalyst specified. The product is [CH3:1][O:2][CH2:3][C:4]1[CH:5]=[C:6]([C:14]2[CH:19]=[CH:18][C:17]([C:20]([CH3:25])([CH3:24])[C:21]([OH:23])=[O:22])=[CH:16][CH:15]=2)[CH:7]=[CH:8][CH:9]=1. The yield is 0.820.